The task is: Predict the reaction yield, written as a fraction of the theoretical maximum amount of product (1.0 means a 100% yield; for example, 0.34 means a 34% yield).. This data is from Reaction yield outcomes from USPTO patents with 853,638 reactions. (1) The reactants are [N:1]([CH2:4][C@H:5]([CH3:26])[C@@H:6]([O:18][Si:19]([C:22]([CH3:25])([CH3:24])[CH3:23])([CH3:21])[CH3:20])[C@H:7]([NH:10][C:11](=[O:17])[O:12][C:13]([CH3:16])([CH3:15])[CH3:14])[CH2:8][OH:9])=[N+:2]=[N-:3].[CH3:27][S:28](Cl)(=[O:30])=[O:29]. The catalyst is N1C=CC=CC=1.CN(C1C=CN=CC=1)C.CCOC(C)=O. The product is [CH3:27][S:28]([O:9][CH2:8][C@@H:7]([NH:10][C:11]([O:12][C:13]([CH3:16])([CH3:14])[CH3:15])=[O:17])[C@H:6]([O:18][Si:19]([C:22]([CH3:25])([CH3:24])[CH3:23])([CH3:20])[CH3:21])[C@@H:5]([CH3:26])[CH2:4][N:1]=[N+:2]=[N-:3])(=[O:30])=[O:29]. The yield is 0.880. (2) The reactants are [N:1]1[CH:6]=[CH:5][CH:4]=[CH:3][C:2]=1[CH2:7][N+:8]1([O-])[C:16](=[O:17])[C:15]2[C:10](=[CH:11][CH:12]=[CH:13][CH:14]=2)[C:9]1=[O:18].C[Si]([C:24]#[N:25])(C)C.CN(C)C(Cl)=O. The catalyst is [N+](CC)([O-])=O.C(Cl)(Cl)Cl. The product is [O:18]=[C:9]1[C:10]2[C:15](=[CH:14][CH:13]=[CH:12][CH:11]=2)[C:16](=[O:17])[N:8]1[CH2:7][C:2]1[N:1]=[C:6]([C:24]#[N:25])[CH:5]=[CH:4][CH:3]=1. The yield is 0.220.